From a dataset of NCI-60 drug combinations with 297,098 pairs across 59 cell lines. Regression. Given two drug SMILES strings and cell line genomic features, predict the synergy score measuring deviation from expected non-interaction effect. (1) Cell line: NCIH23. Drug 1: CC(CN1CC(=O)NC(=O)C1)N2CC(=O)NC(=O)C2. Synergy scores: CSS=28.4, Synergy_ZIP=-4.90, Synergy_Bliss=-0.373, Synergy_Loewe=-7.12, Synergy_HSA=1.96. Drug 2: CCC1=C2CN3C(=CC4=C(C3=O)COC(=O)C4(CC)O)C2=NC5=C1C=C(C=C5)O. (2) Drug 1: CN(C)C1=NC(=NC(=N1)N(C)C)N(C)C. Cell line: RPMI-8226. Synergy scores: CSS=-17.3, Synergy_ZIP=9.20, Synergy_Bliss=1.57, Synergy_Loewe=-7.20, Synergy_HSA=-8.14. Drug 2: C1=CC=C(C(=C1)C(C2=CC=C(C=C2)Cl)C(Cl)Cl)Cl. (3) Drug 1: CCC1(CC2CC(C3=C(CCN(C2)C1)C4=CC=CC=C4N3)(C5=C(C=C6C(=C5)C78CCN9C7C(C=CC9)(C(C(C8N6C)(C(=O)OC)O)OC(=O)C)CC)OC)C(=O)OC)O.OS(=O)(=O)O. Drug 2: CC=C1C(=O)NC(C(=O)OC2CC(=O)NC(C(=O)NC(CSSCCC=C2)C(=O)N1)C(C)C)C(C)C. Cell line: OVCAR3. Synergy scores: CSS=20.6, Synergy_ZIP=7.97, Synergy_Bliss=8.07, Synergy_Loewe=-17.5, Synergy_HSA=-0.652. (4) Drug 1: CC1OCC2C(O1)C(C(C(O2)OC3C4COC(=O)C4C(C5=CC6=C(C=C35)OCO6)C7=CC(=C(C(=C7)OC)O)OC)O)O. Drug 2: CC1=C2C(C(=O)C3(C(CC4C(C3C(C(C2(C)C)(CC1OC(=O)C(C(C5=CC=CC=C5)NC(=O)C6=CC=CC=C6)O)O)OC(=O)C7=CC=CC=C7)(CO4)OC(=O)C)O)C)OC(=O)C. Cell line: LOX IMVI. Synergy scores: CSS=33.6, Synergy_ZIP=-9.70, Synergy_Bliss=-11.6, Synergy_Loewe=-5.27, Synergy_HSA=-3.65. (5) Drug 1: CC1=CC=C(C=C1)C2=CC(=NN2C3=CC=C(C=C3)S(=O)(=O)N)C(F)(F)F. Drug 2: CN(CCCl)CCCl.Cl. Cell line: SNB-75. Synergy scores: CSS=11.8, Synergy_ZIP=-4.33, Synergy_Bliss=-2.76, Synergy_Loewe=-2.85, Synergy_HSA=-0.762.